Dataset: Full USPTO retrosynthesis dataset with 1.9M reactions from patents (1976-2016). Task: Predict the reactants needed to synthesize the given product. (1) Given the product [CH3:1][N:2]([S:19][CH2:18][O:17][C:13](=[O:16])[CH2:14][CH3:15])[S:3]([CH3:6])(=[O:5])=[O:4], predict the reactants needed to synthesize it. The reactants are: [CH3:1][NH:2][S:3]([CH3:6])(=[O:5])=[O:4].N1C=CC=CC=1.[C:13]([O:17][CH2:18][S:19][S:19][CH2:18][O:17][C:13](=[O:16])[CH2:14][CH3:15])(=[O:16])[CH2:14][CH3:15].BrBr. (2) Given the product [C:1]([C:5]1[CH:9]=[C:8]([NH:10][C:11]([NH:13][C:14]2[CH:19]=[CH:18][C:17]([CH3:20])=[C:16]([NH:21][C:22]3[N:27]=[C:26]([C:28]4[CH:29]=[N:30][CH:31]=[CH:32][CH:33]=4)[CH:25]=[CH:24][N:23]=3)[CH:15]=2)=[O:12])[N:7]([C:34]2[CH:39]=[CH:38][CH:37]=[C:36]([CH2:40][C:41]([NH:46][CH2:47][CH:48]([OH:51])[CH2:49][OH:50])=[O:42])[CH:35]=2)[N:6]=1)([CH3:2])([CH3:3])[CH3:4], predict the reactants needed to synthesize it. The reactants are: [C:1]([C:5]1[CH:9]=[C:8]([NH:10][C:11]([NH:13][C:14]2[CH:19]=[CH:18][C:17]([CH3:20])=[C:16]([NH:21][C:22]3[N:27]=[C:26]([C:28]4[CH:29]=[N:30][CH:31]=[CH:32][CH:33]=4)[CH:25]=[CH:24][N:23]=3)[CH:15]=2)=[O:12])[N:7]([C:34]2[CH:35]=[C:36]([CH2:40][C:41](OCC)=[O:42])[CH:37]=[CH:38][CH:39]=2)[N:6]=1)([CH3:4])([CH3:3])[CH3:2].[NH2:46][CH2:47][CH:48]([OH:51])[CH2:49][OH:50]. (3) Given the product [C:34]1([O:33][C:31](=[O:32])[N:14]([C@@H:13]2[C@@H:9]([C:4]3[CH:5]=[CH:6][C:7]([Cl:8])=[C:2]([Cl:1])[CH:3]=3)[CH2:10][N:11]([C:16]([CH:18]3[CH2:19][CH2:20][N:21]([C:24]([C:26]4([CH3:29])[CH2:28][CH2:27]4)=[O:25])[CH2:22][CH2:23]3)=[O:17])[CH2:12]2)[CH3:15])[CH:39]=[CH:38][CH:37]=[CH:36][CH:35]=1, predict the reactants needed to synthesize it. The reactants are: [Cl:1][C:2]1[CH:3]=[C:4]([C@@H:9]2[C@@H:13]([NH:14][CH3:15])[CH2:12][N:11]([C:16]([CH:18]3[CH2:23][CH2:22][N:21]([C:24]([C:26]4([CH3:29])[CH2:28][CH2:27]4)=[O:25])[CH2:20][CH2:19]3)=[O:17])[CH2:10]2)[CH:5]=[CH:6][C:7]=1[Cl:8].Cl[C:31]([O:33][C:34]1[CH:39]=[CH:38][CH:37]=[CH:36][CH:35]=1)=[O:32]. (4) The reactants are: [S:1]1[C:5]2[CH2:6][CH2:7][CH2:8][C:9](=[O:10])[C:4]=2[CH:3]=[CH:2]1.[CH:11]([N-]C(C)C)(C)C.[Li+].IC.C(=O)(O)[O-].[Na+]. Given the product [CH3:11][CH:8]1[C:9](=[O:10])[C:4]2[CH:3]=[CH:2][S:1][C:5]=2[CH2:6][CH2:7]1, predict the reactants needed to synthesize it. (5) Given the product [CH:9]1([CH2:12][O:13][CH2:5][C:4]([O:3][CH2:1][CH3:2])=[O:8])[CH2:11][CH2:10]1, predict the reactants needed to synthesize it. The reactants are: [CH2:1]([O:3][C:4](=[O:8])[CH:5]=[N+]=[N-])[CH3:2].[CH:9]1([CH2:12][OH:13])[CH2:11][CH2:10]1.CC(=O)OCC. (6) The reactants are: [C:1](Cl)(=O)[C:2](Cl)=O.[C:7]([C:11]1[CH:16]=[CH:15][C:14]([S:17]([NH:20][CH2:21][C:22]2[CH:30]=[CH:29][C:25]([C:26]([OH:28])=O)=[CH:24][CH:23]=2)(=[O:19])=[O:18])=[CH:13][CH:12]=1)([CH3:10])([CH3:9])[CH3:8].C[C:32]1[C:37]([NH2:38])=[CH:36]C=[CH:34][N:33]=1. Given the product [C:7]([C:11]1[CH:16]=[CH:15][C:14]([S:17]([NH:20][CH2:21][C:22]2[CH:23]=[CH:24][C:25]([C:26]([NH:38][C:37]3[CH:32]=[N:33][CH:34]=[C:1]([CH3:2])[CH:36]=3)=[O:28])=[CH:29][CH:30]=2)(=[O:19])=[O:18])=[CH:13][CH:12]=1)([CH3:10])([CH3:8])[CH3:9], predict the reactants needed to synthesize it. (7) Given the product [OH:13][C:2]1[CH:3]=[CH:4][CH:5]=[C:6]2[C:10]=1[C:9](=[O:11])[N:8]([CH3:12])[CH2:7]2, predict the reactants needed to synthesize it. The reactants are: N[C:2]1[CH:3]=[CH:4][CH:5]=[C:6]2[C:10]=1[C:9](=[O:11])[N:8]([CH3:12])[CH2:7]2.[OH:13]S(O)(=O)=O.N([O-])=O.[Na+]. (8) Given the product [CH:30]1([C:29]#[C:28][C:42]2[CH:47]=[CH:46][C:45]([NH2:48])=[CH:44][C:43]=2[C:49]([F:52])([F:51])[F:50])[CH2:31][CH2:26]1, predict the reactants needed to synthesize it. The reactants are: CC(C1C=C(C(C)C)C(C2C=CC=CC=2P([CH:26]2[CH2:31][CH2:30][CH2:29][CH2:28]C2)[CH:30]2[CH2:31][CH2:26]C[CH2:28][CH2:29]2)=C(C(C)C)C=1)C.C(=O)([O-])[O-].[Cs+].[Cs+].Br[C:42]1[CH:47]=[CH:46][C:45]([NH2:48])=[CH:44][C:43]=1[C:49]([F:52])([F:51])[F:50].C1(C#C)CC1. (9) Given the product [CH3:13][O:12][C:10]([C:8]1[N:7]([CH3:14])[N:6]=[C:5]([C:3]([OH:4])=[O:2])[CH:9]=1)=[O:11], predict the reactants needed to synthesize it. The reactants are: C[O:2][C:3]([C:5]1[CH:9]=[C:8]([C:10]([O:12][CH3:13])=[O:11])[N:7]([CH3:14])[N:6]=1)=[O:4].O1CCOCC1.S(=O)(=O)(O)O.